Dataset: Forward reaction prediction with 1.9M reactions from USPTO patents (1976-2016). Task: Predict the product of the given reaction. The product is: [CH3:29][N:30]([CH2:2][C:3]1[CH:12]=[CH:11][CH:10]=[C:9]2[C:4]=1[CH2:5][CH2:6][N:7]1[C:17](=[O:18])[CH2:16][N:15]=[C:14]([C:19]3[CH:24]=[CH:23][CH:22]=[C:21]([O:25][CH3:26])[CH:20]=3)[CH:13]=[C:8]12)[CH3:31]. Given the reactants O[CH2:2][C:3]1[CH:12]=[CH:11][CH:10]=[C:9]2[C:4]=1[CH2:5][CH2:6][N:7]1[C:17](=[O:18])[CH2:16][N:15]=[C:14]([C:19]3[CH:24]=[CH:23][CH:22]=[C:21]([O:25][CH3:26])[CH:20]=3)[CH:13]=[C:8]12.BrC1[C:29](C2C=CC=C(OC)C=2)=[N:30][CH2:31]C(=O)N2CCC3C(=CC=CC=3)C=12.C([Sn](CO)(CCCC)CCCC)CCC, predict the reaction product.